Dataset: NCI-60 drug combinations with 297,098 pairs across 59 cell lines. Task: Regression. Given two drug SMILES strings and cell line genomic features, predict the synergy score measuring deviation from expected non-interaction effect. (1) Synergy scores: CSS=5.56, Synergy_ZIP=-3.00, Synergy_Bliss=-1.87, Synergy_Loewe=-4.40, Synergy_HSA=-2.15. Cell line: SF-295. Drug 2: C1=NC2=C(N=C(N=C2N1C3C(C(C(O3)CO)O)F)Cl)N. Drug 1: C1CCC(C1)C(CC#N)N2C=C(C=N2)C3=C4C=CNC4=NC=N3. (2) Synergy scores: CSS=0.370, Synergy_ZIP=-0.174, Synergy_Bliss=-0.712, Synergy_Loewe=-1.76, Synergy_HSA=-2.39. Drug 1: CC(C1=C(C=CC(=C1Cl)F)Cl)OC2=C(N=CC(=C2)C3=CN(N=C3)C4CCNCC4)N. Cell line: NCI-H322M. Drug 2: CC1=C(C(CCC1)(C)C)C=CC(=CC=CC(=CC(=O)O)C)C. (3) Drug 1: CC1C(C(CC(O1)OC2CC(OC(C2O)C)OC3=CC4=CC5=C(C(=O)C(C(C5)C(C(=O)C(C(C)O)O)OC)OC6CC(C(C(O6)C)O)OC7CC(C(C(O7)C)O)OC8CC(C(C(O8)C)O)(C)O)C(=C4C(=C3C)O)O)O)O. Drug 2: B(C(CC(C)C)NC(=O)C(CC1=CC=CC=C1)NC(=O)C2=NC=CN=C2)(O)O. Cell line: NCI-H460. Synergy scores: CSS=85.3, Synergy_ZIP=13.1, Synergy_Bliss=13.4, Synergy_Loewe=10.2, Synergy_HSA=15.4. (4) Drug 1: C1C(C(OC1N2C=C(C(=O)NC2=O)F)CO)O. Drug 2: COC1=C2C(=CC3=C1OC=C3)C=CC(=O)O2. Cell line: NCIH23. Synergy scores: CSS=6.96, Synergy_ZIP=-3.91, Synergy_Bliss=-5.90, Synergy_Loewe=-9.48, Synergy_HSA=-3.20.